From a dataset of Choline transporter screen with 302,306 compounds. Binary Classification. Given a drug SMILES string, predict its activity (active/inactive) in a high-throughput screening assay against a specified biological target. (1) The drug is O=C(NC1CC(NC(C1)(C)C)(C)C)C(Oc1cc2oc(=O)ccc2cc1)C. The result is 0 (inactive). (2) The molecule is O1CCN(CC1)CCNC(=O)Cn1ncc2c1c1c(oc2=O)ccc(c1)C. The result is 0 (inactive). (3) The drug is Clc1cc(N2CCN(CC2)c2ncnc3nc[nH]c23)ccc1. The result is 0 (inactive). (4) The drug is S(=O)(=O)(N(CC(=O)Nc1cc2OCCOc2cc1)C)c1c(OC)ccc(c1)C. The result is 0 (inactive).